The task is: Predict the reactants needed to synthesize the given product.. This data is from Full USPTO retrosynthesis dataset with 1.9M reactions from patents (1976-2016). (1) Given the product [NH2:1][C:2]1[C:7]2[N:8]=[C:9]([S:19][C:20]3[C:28]([I:29])=[CH:27][C:23]4[O:24][CH2:25][O:26][C:22]=4[CH:21]=3)[N:10]([CH2:11][CH2:12][CH2:13][C:14]([NH2:30])=[O:16])[C:6]=2[CH:5]=[CH:4][N:3]=1, predict the reactants needed to synthesize it. The reactants are: [NH2:1][C:2]1[C:7]2[N:8]=[C:9]([S:19][C:20]3[C:28]([I:29])=[CH:27][C:23]4[O:24][CH2:25][O:26][C:22]=4[CH:21]=3)[N:10]([CH2:11][CH2:12][CH2:13][C:14]([O:16]CC)=O)[C:6]=2[CH:5]=[CH:4][N:3]=1.[NH3:30]. (2) Given the product [Cl:1][C:2]1[N:7]=[CH:6][C:5]([CH2:8][N:9]([CH2:13][CH2:14][Cl:18])[CH2:10][CH2:11][CH3:12])=[CH:4][CH:3]=1, predict the reactants needed to synthesize it. The reactants are: [Cl:1][C:2]1[N:7]=[CH:6][C:5]([CH2:8][N:9]([CH:13](O)[CH3:14])[CH2:10][CH2:11][CH3:12])=[CH:4][CH:3]=1.S(Cl)([Cl:18])=O. (3) Given the product [Br:1][C:2]1[CH:8]=[C:7]([Br:9])[CH:6]=[CH:5][C:3]=1[I:14], predict the reactants needed to synthesize it. The reactants are: [Br:1][C:2]1[CH:8]=[C:7]([Br:9])[CH:6]=[CH:5][C:3]=1N.N([O-])=O.[Na+].[I-:14].[K+].C(Cl)(Cl)Cl.